Task: Predict the reactants needed to synthesize the given product.. Dataset: Full USPTO retrosynthesis dataset with 1.9M reactions from patents (1976-2016) (1) Given the product [OH:29][CH2:28][CH:26]([NH:27][C:17]([C@@H:15]1[CH2:16][C@H:14]1[C:10]1[CH:9]=[C:8]([C:5]2[CH:4]=[CH:3][C:2]([Cl:1])=[CH:7][CH:6]=2)[CH:13]=[CH:12][CH:11]=1)=[O:18])[C:20]1[CH:25]=[CH:24][CH:23]=[CH:22][CH:21]=1, predict the reactants needed to synthesize it. The reactants are: [Cl:1][C:2]1[CH:7]=[CH:6][C:5]([C:8]2[CH:13]=[CH:12][CH:11]=[C:10]([C@@H:14]3[CH2:16][C@H:15]3[C:17](O)=[O:18])[CH:9]=2)=[CH:4][CH:3]=1.[C:20]1([C@H:26]([CH2:28][OH:29])[NH2:27])[CH:25]=[CH:24][CH:23]=[CH:22][CH:21]=1.C1C=CC2N(O)N=NC=2C=1.CCN=C=NCCCN(C)C.Cl. (2) Given the product [C:1]([C:5]1[N:6]=[C:7]([N:16]2[CH2:20][CH2:19][C:18]([F:21])([F:22])[CH2:17]2)[C:8]2[N:13]=[N:12][N:11]([CH2:14][C:15]3[CH:40]=[CH:39][CH:38]=[CH:37][N:36]=3)[C:9]=2[N:10]=1)([CH3:2])([CH3:3])[CH3:4], predict the reactants needed to synthesize it. The reactants are: [C:1]([C:5]1[N:6]=[C:7]([N:16]2[CH2:20][CH2:19][C:18]([F:22])([F:21])[CH2:17]2)[C:8]2[N:13]=[N:12][N:11]([CH2:14][CH3:15])[C:9]=2[N:10]=1)([CH3:4])([CH3:3])[CH3:2].C(C1N=C([N:36]2[CH2:40][CH2:39][C:38](F)(F)[CH2:37]2)C2N=NNC=2N=1)(C)(C)C.Br.BrCC1C=CC=CN=1.